This data is from Forward reaction prediction with 1.9M reactions from USPTO patents (1976-2016). The task is: Predict the product of the given reaction. (1) Given the reactants [CH3:1][O:2][C:3](=[O:15])[C:4]1[C:5](=[C:10](I)[CH:11]=[CH:12][CH:13]=1)[C:6]([O:8][CH3:9])=[O:7].[CH2:16]1[O:25][C:24]2[CH:23]=[CH:22][C:20]([NH2:21])=[CH:19][C:18]=2[O:17]1.C1C=CC(P(C2C(C3C(P(C4C=CC=CC=4)C4C=CC=CC=4)=CC=C4C=3C=CC=C4)=C3C(C=CC=C3)=CC=2)C2C=CC=CC=2)=CC=1.C(=O)([O-])[O-].[Cs+].[Cs+], predict the reaction product. The product is: [CH3:1][O:2][C:3](=[O:15])[C:4]1[C:5](=[C:10]([NH:21][C:20]2[CH:22]=[CH:23][C:24]3[O:25][CH2:16][O:17][C:18]=3[CH:19]=2)[CH:11]=[CH:12][CH:13]=1)[C:6]([O:8][CH3:9])=[O:7]. (2) Given the reactants [Cl:1][C:2]1[C:3]([N+:15]([O-])=O)=[C:4]([NH:8][C:9]2[CH:14]=[CH:13][CH:12]=[CH:11][CH:10]=2)[CH:5]=[CH:6][CH:7]=1.[NH4+].[Cl-], predict the reaction product. The product is: [Cl:1][C:2]1[CH:7]=[CH:6][CH:5]=[C:4]([NH:8][C:9]2[CH:14]=[CH:13][CH:12]=[CH:11][CH:10]=2)[C:3]=1[NH2:15]. (3) Given the reactants [CH3:1][C:2]1[CH:7]=[C:6](/[CH:8]=[CH:9]/[CH3:10])[N:5]=[C:4]([NH2:11])[CH:3]=1, predict the reaction product. The product is: [CH3:1][C:2]1[CH:7]=[C:6]([CH2:8][CH2:9][CH3:10])[N:5]=[C:4]([NH2:11])[CH:3]=1. (4) Given the reactants [CH2:1]([O:3][CH2:4][C:5]1[N:6]([CH2:19][CH2:20][NH:21][S:22]([CH3:25])(=[O:24])=[O:23])[C:7]2[C:12]([CH3:13])=[C:11]([CH3:14])[N:10]3N=N[N:17]=[C:9]3[C:8]=2[N:18]=1)[CH3:2].FC(F)(F)C(O)=O.C(=O)([O-])[O-].[Na+].[Na+], predict the reaction product. The product is: [NH2:17][C:9]1[C:8]2[N:18]=[C:5]([CH2:4][O:3][CH2:1][CH3:2])[N:6]([CH2:19][CH2:20][NH:21][S:22]([CH3:25])(=[O:24])=[O:23])[C:7]=2[C:12]([CH3:13])=[C:11]([CH3:14])[N:10]=1.